From a dataset of Orexin1 receptor HTS with 218,158 compounds and 233 confirmed actives. Binary Classification. Given a drug SMILES string, predict its activity (active/inactive) in a high-throughput screening assay against a specified biological target. The drug is S(=O)(=O)(N1CCCCC1)c1cc(c(N2CCOCC2)cc1)C(OCc1ccccc1)=O. The result is 0 (inactive).